From a dataset of Reaction yield outcomes from USPTO patents with 853,638 reactions. Predict the reaction yield, written as a fraction of the theoretical maximum amount of product (1.0 means a 100% yield; for example, 0.34 means a 34% yield). (1) The reactants are [ClH:1].[OH:2][CH2:3][C:4]1[CH:9]=[CH:8][C:7]([C:10]2[S:14][C:13]3[CH:15]=[C:16]([OH:19])[CH:17]=[CH:18][C:12]=3[C:11]=2[O:20][C:21]2[CH:26]=[CH:25][C:24]([O:27][CH2:28][CH2:29][N:30]3[CH2:35][CH2:34][CH2:33][CH2:32][CH2:31]3)=[CH:23][CH:22]=2)=[CH:6][CH:5]=1.[CH2:36]([NH:40]C(C1C=CC(B(O)O)=CC=1)=O)[CH:37]([CH3:39])[CH3:38].[C:52](=O)([O-])[O-].[Na+].[Na+]. The catalyst is C1C=CC([P]([Pd]([P](C2C=CC=CC=2)(C2C=CC=CC=2)C2C=CC=CC=2)([P](C2C=CC=CC=2)(C2C=CC=CC=2)C2C=CC=CC=2)[P](C2C=CC=CC=2)(C2C=CC=CC=2)C2C=CC=CC=2)(C2C=CC=CC=2)C2C=CC=CC=2)=CC=1.O1CCOCC1. The product is [ClH:1].[CH2:36]([NH:40][C:3](=[O:2])[C:4]1[CH:9]=[CH:8][C:7]([C:10]2[S:14][C:13]3[CH:15]=[C:16]([O:19][CH3:52])[CH:17]=[CH:18][C:12]=3[C:11]=2[O:20][C:21]2[CH:26]=[CH:25][C:24]([O:27][CH2:28][CH2:29][N:30]3[CH2:35][CH2:34][CH2:33][CH2:32][CH2:31]3)=[CH:23][CH:22]=2)=[CH:6][CH:5]=1)[CH:37]([CH3:39])[CH3:38]. The yield is 0.940. (2) The reactants are Cl[C:2]1[CH:3]=[C:4]([C:14]([NH:16][CH2:17][C:18]2[C:19](=[O:26])[NH:20][C:21]([CH3:25])=[CH:22][C:23]=2[CH3:24])=[O:15])[C:5]2[CH:10]=[N:9][N:8]([CH:11]([CH3:13])[CH3:12])[C:6]=2[N:7]=1.CC1(C)C(C)(C)OB([C:35]2[CH:36]=[N:37][C:38]([NH2:41])=[N:39][CH:40]=2)O1.C(=O)([O-])[O-].[Na+].[Na+]. The catalyst is Cl[Pd](Cl)([P](C1C=CC=CC=1)(C1C=CC=CC=1)C1C=CC=CC=1)[P](C1C=CC=CC=1)(C1C=CC=CC=1)C1C=CC=CC=1.CS(C)=O. The product is [NH2:41][C:38]1[N:39]=[CH:40][C:35]([C:2]2[CH:3]=[C:4]([C:14]([NH:16][CH2:17][C:18]3[C:19](=[O:26])[NH:20][C:21]([CH3:25])=[CH:22][C:23]=3[CH3:24])=[O:15])[C:5]3[CH:10]=[N:9][N:8]([CH:11]([CH3:13])[CH3:12])[C:6]=3[N:7]=2)=[CH:36][N:37]=1. The yield is 0.170.